This data is from Catalyst prediction with 721,799 reactions and 888 catalyst types from USPTO. The task is: Predict which catalyst facilitates the given reaction. (1) Reactant: Cl[C:2](Cl)(Cl)[CH:3]([OH:5])O.Cl.[NH2:9][OH:10].S([O-])([O-])(=O)=O.[Na+].[Na+].[NH2:18][C:19]1[CH:24]=[CH:23][C:22]([CH3:25])=[CH:21][CH:20]=1. Product: [OH:10][N:9]=[CH:2][C:3]([NH:18][C:19]1[CH:24]=[CH:23][C:22]([CH3:25])=[CH:21][CH:20]=1)=[O:5]. The catalyst class is: 223. (2) Reactant: [Cl:1][C:2]1[CH:7]=[CH:6][C:5]([CH:8]([N:14]([C:23]2[CH:24]=[C:25]([CH3:33])[C:26]3[N:27]([C:29]([CH3:32])=[N:30][N:31]=3)[CH:28]=2)[C:15](=[O:22])[CH2:16][C:17]([CH:19]2[CH2:21][CH2:20]2)=[O:18])[C:9]([O:11]CC)=O)=[CH:4][CH:3]=1.[F-].[Cs+]. Product: [Cl:1][C:2]1[CH:7]=[CH:6][C:5]([CH:8]2[N:14]([C:23]3[CH:24]=[C:25]([CH3:33])[C:26]4[N:27]([C:29]([CH3:32])=[N:30][N:31]=4)[CH:28]=3)[C:15](=[O:22])[CH:16]([C:17]([CH:19]3[CH2:21][CH2:20]3)=[O:18])[C:9]2=[O:11])=[CH:4][CH:3]=1. The catalyst class is: 3. (3) Reactant: FC(F)(F)C(O)=O.[CH:8]1([CH2:11][CH2:12][NH:13][C:14]2[N:22]=[C:21]3[C:17]([N:18]=[C:19]([O:23][CH3:24])[NH:20]3)=[C:16]([NH2:25])[N:15]=2)[CH2:10][CH2:9]1.C(=O)([O-])[O-].[K+].[K+].CS(O[CH2:37][CH:38]1[CH2:42][CH2:41][O:40][CH2:39]1)(=O)=O. Product: [CH:8]1([CH2:11][CH2:12][NH:13][C:14]2[N:22]=[C:21]3[C:17]([N:18]=[C:19]([O:23][CH3:24])[N:20]3[CH2:37][CH:38]3[CH2:42][CH2:41][O:40][CH2:39]3)=[C:16]([NH2:25])[N:15]=2)[CH2:10][CH2:9]1. The catalyst class is: 42. (4) Reactant: C([O:8][C:9]([C:11]1[N:12]=[C:13]([C:37]2[CH:42]=[CH:41][C:40]([F:43])=[CH:39][CH:38]=2)[N:14]([CH2:19][CH2:20][C@@H:21]2[CH2:26][C@H:25]([CH2:27][C:28]([O:30][C:31]([CH3:34])([CH3:33])[CH3:32])=[O:29])[O:24][C:23]([CH3:36])([CH3:35])[O:22]2)[C:15]=1[CH:16]1[CH2:18][CH2:17]1)=[O:10])C1C=CC=CC=1.[H][H]. Product: [C:31]([O:30][C:28]([CH2:27][C@@H:25]1[O:24][C:23]([CH3:35])([CH3:36])[O:22][C@H:21]([CH2:20][CH2:19][N:14]2[C:15]([CH:16]3[CH2:17][CH2:18]3)=[C:11]([C:9]([OH:10])=[O:8])[N:12]=[C:13]2[C:37]2[CH:38]=[CH:39][C:40]([F:43])=[CH:41][CH:42]=2)[CH2:26]1)=[O:29])([CH3:32])([CH3:33])[CH3:34]. The catalyst class is: 123. (5) Reactant: [Br:1][C:2]1[S:6][N:5]=[C:4]([C:7]([OH:9])=O)[CH:3]=1.CCN(C(C)C)C(C)C.Cl.[NH:20]1[C@@H:29]2[C@@H:24]([CH2:25][CH2:26][CH2:27][CH2:28]2)[CH2:23][CH2:22][CH2:21]1.CN(C(ON1N=NC2C=CC=NC1=2)=[N+](C)C)C.F[P-](F)(F)(F)(F)F. Product: [Br:1][C:2]1[S:6][N:5]=[C:4]([C:7]([N:20]2[C@@H:29]3[C@@H:24]([CH2:25][CH2:26][CH2:27][CH2:28]3)[CH2:23][CH2:22][CH2:21]2)=[O:9])[CH:3]=1. The catalyst class is: 85. (6) Reactant: [CH3:1][C:2]1[C:7]([CH:8]([CH2:13][CH2:14][CH3:15])[C:9]([O:11]C)=[O:10])=[C:6]([C:16]2[CH:21]=[CH:20][C:19]([CH3:22])=[CH:18][CH:17]=2)[N:5]=[C:4]([NH:23][S:24]([C:27]2[CH:32]=[CH:31][C:30]([CH3:33])=[CH:29][CH:28]=2)(=[O:26])=[O:25])[N:3]=1.[OH-].[Na+]. Product: [CH3:1][C:2]1[C:7]([CH:8]([CH2:13][CH2:14][CH3:15])[C:9]([OH:11])=[O:10])=[C:6]([C:16]2[CH:21]=[CH:20][C:19]([CH3:22])=[CH:18][CH:17]=2)[N:5]=[C:4]([NH:23][S:24]([C:27]2[CH:32]=[CH:31][C:30]([CH3:33])=[CH:29][CH:28]=2)(=[O:25])=[O:26])[N:3]=1. The catalyst class is: 5. (7) Reactant: [Br:1][C:2]1[Se:3][C:4]([Br:13])=[C:5]2[C:9]=1[CH:8]=[C:7]([C:10]([OH:12])=[O:11])[S:6]2.[CH2:14]([CH:16]([CH2:19][CH2:20][CH2:21][CH3:22])CO)[CH3:15].[CH2:23]1CCC(N=C=NC2CCCCC2)CC1. Product: [Br:1][C:2]1[Se:3][C:4]([Br:13])=[C:5]2[C:9]=1[CH:8]=[C:7]([C:10]([O:12][CH:16]([CH2:14][CH3:15])[CH2:19][CH2:20][CH2:21][CH2:22][CH3:23])=[O:11])[S:6]2. The catalyst class is: 142. (8) Reactant: [F:1][C:2]([F:16])([F:15])[C:3]([N:5]1[CH2:14][CH2:13][C:12]2[C:7](=[CH:8][CH:9]=[CH:10][CH:11]=2)[CH2:6]1)=[O:4].[Cl-].[Cl-].[Cl-].[Al+3].[C:21](Cl)(=[O:23])[CH3:22]. Product: [F:16][C:2]([F:1])([F:15])[C:3]([N:5]1[CH2:14][CH2:13][C:12]2[C:7](=[CH:8][C:9]([C:21](=[O:23])[CH3:22])=[CH:10][CH:11]=2)[CH2:6]1)=[O:4]. The catalyst class is: 534.